Task: Predict which catalyst facilitates the given reaction.. Dataset: Catalyst prediction with 721,799 reactions and 888 catalyst types from USPTO (1) Reactant: [C:1]([O:5][C:6](=[O:39])[N:7]([C@H:9]([C:11](=[O:38])[NH:12][C:13]1[CH:14]=[CH:15][C:16]2[N:17]([C:31]3[CH:36]=[CH:35][C:34](Cl)=[CH:33][CH:32]=3)[C:18](=[O:30])[N:19]([C:23]3[CH:28]=[CH:27][C:26](Cl)=[CH:25][CH:24]=3)[CH2:20][C:21]=2[N:22]=1)[CH3:10])[CH3:8])([CH3:4])([CH3:3])[CH3:2].C(N(CC)CC)C. Product: [C:1]([O:5][C:6](=[O:39])[N:7]([CH3:8])[C@H:9]([C:11](=[O:38])[NH:12][C:13]1[CH:14]=[CH:15][C:16]2[N:17]([C:31]3[CH:32]=[CH:33][CH:34]=[CH:35][CH:36]=3)[C:18](=[O:30])[N:19]([C:23]3[CH:28]=[CH:27][CH:26]=[CH:25][CH:24]=3)[CH2:20][C:21]=2[N:22]=1)[CH3:10])([CH3:4])([CH3:2])[CH3:3]. The catalyst class is: 19. (2) Reactant: [CH3:1][C:2]([CH:4]1[C:10](=[O:11])[CH2:9][C:8]([CH3:13])([CH3:12])[CH2:7][C:5]1=O)=O.O.[NH2:15][NH2:16]. Product: [CH3:1][C:2]1[C:4]2[C:10](=[O:11])[CH2:9][C:8]([CH3:13])([CH3:12])[CH2:7][C:5]=2[NH:16][N:15]=1. The catalyst class is: 1. (3) Reactant: Cl.[C:2]([C:4]1[CH:9]=[CH:8][CH:7]=[CH:6][C:5]=1[O:10][CH:11]1[CH2:16][CH2:15][NH:14][CH2:13][CH2:12]1)#[N:3].C(N(C(C)C)CC)(C)C.[Cl:26][C:27]1[CH:32]=[C:31]([Cl:33])[CH:30]=[CH:29][C:28]=1[CH2:34][N:35]=[C:36]=[O:37]. Product: [Cl:26][C:27]1[CH:32]=[C:31]([Cl:33])[CH:30]=[CH:29][C:28]=1[CH2:34][NH:35][C:36]([N:14]1[CH2:15][CH2:16][CH:11]([O:10][C:5]2[CH:6]=[CH:7][CH:8]=[CH:9][C:4]=2[C:2]#[N:3])[CH2:12][CH2:13]1)=[O:37]. The catalyst class is: 4. (4) The catalyst class is: 6. Reactant: [CH3:1][C@@H:2]([NH:13][CH2:14][CH2:15][CH2:16][C:17]1[CH:18]=[CH:19][CH:20]=[C:21]([C:23]([F:26])([F:25])[F:24])[CH:22]=1)[C:3]1[CH:4]=[CH:5][CH:6]=[C:7]2[CH:12]=[CH:11][CH:10]=[CH:9][C:8]=12.Cl. Product: [CH3:1][C@@H:2]([NH:13][CH2:14][CH2:15][CH2:16][C:17]1[CH:18]=[CH:19][CH:20]=[C:21]([C:23]([F:24])([F:25])[F:26])[CH:22]=1)[C:3]1[CH:4]=[CH:5][CH:6]=[C:7]2[CH:12]=[CH:11][CH:10]=[CH:9][C:8]=12. (5) Reactant: [OH:1][C@@:2]1([C:9]#[C:10][C:11]2[CH:12]=[C:13]([N:17]3[C:25]4[C:20](=[CH:21][CH:22]=[CH:23][C:24]=4[O:26][CH3:27])[C:19]([C:28]([O:30]C)=O)=[N:18]3)[CH:14]=[CH:15][CH:16]=2)[CH2:6][CH2:5][N:4]([CH3:7])[C:3]1=[O:8].[NH3:32]. Product: [OH:1][C@@:2]1([C:9]#[C:10][C:11]2[CH:12]=[C:13]([N:17]3[C:25]4[C:20](=[CH:21][CH:22]=[CH:23][C:24]=4[O:26][CH3:27])[C:19]([C:28]([NH2:32])=[O:30])=[N:18]3)[CH:14]=[CH:15][CH:16]=2)[CH2:6][CH2:5][N:4]([CH3:7])[C:3]1=[O:8]. The catalyst class is: 5. (6) Reactant: [CH3:1][O-:2].[Na+].[Br:4][C:5]1[CH:6]=[C:7]2[C:12](=[CH:13][CH:14]=1)[N:11]=[C:10](Cl)[C:9]([CH3:16])=[C:8]2[Cl:17].ClCCl. Product: [Br:4][C:5]1[CH:6]=[C:7]2[C:12](=[CH:13][CH:14]=1)[N:11]=[C:10]([O:2][CH3:1])[C:9]([CH3:16])=[C:8]2[Cl:17]. The catalyst class is: 11. (7) Reactant: C([O:5][C:6](=[O:33])[C:7]1[CH:12]=[C:11]([C:13]([N:15]2[C:23]3[C:18](=[CH:19][C:20]([C:24]#[N:25])=[CH:21][CH:22]=3)[CH:17]=[C:16]2[C:26]2[CH:27]=[N:28][CH:29]=[CH:30][CH:31]=2)=[O:14])[CH:10]=[CH:9][C:8]=1[CH3:32])(C)(C)C. Product: [C:24]([C:20]1[CH:19]=[C:18]2[C:23](=[CH:22][CH:21]=1)[N:15]([C:13]([C:11]1[CH:10]=[CH:9][C:8]([CH3:32])=[C:7]([CH:12]=1)[C:6]([OH:33])=[O:5])=[O:14])[C:16]([C:26]1[CH:27]=[N:28][CH:29]=[CH:30][CH:31]=1)=[CH:17]2)#[N:25]. The catalyst class is: 55.